This data is from Reaction yield outcomes from USPTO patents with 853,638 reactions. The task is: Predict the reaction yield, written as a fraction of the theoretical maximum amount of product (1.0 means a 100% yield; for example, 0.34 means a 34% yield). The reactants are [F:1][C:2]1[C:3]([CH:22]=O)=[CH:4][N:5]([S:13]([C:16]2[CH:17]=[N:18][CH:19]=[CH:20][CH:21]=2)(=[O:15])=[O:14])[C:6]=1[C:7]1[CH:12]=[CH:11][CH:10]=[CH:9][CH:8]=1.[CH3:24][NH2:25].[BH4-].[Na+].CO. The catalyst is O1CCCC1. The product is [F:1][C:2]1[C:3]([CH2:22][NH:25][CH3:24])=[CH:4][N:5]([S:13]([C:16]2[CH:17]=[N:18][CH:19]=[CH:20][CH:21]=2)(=[O:15])=[O:14])[C:6]=1[C:7]1[CH:12]=[CH:11][CH:10]=[CH:9][CH:8]=1. The yield is 0.390.